From a dataset of Reaction yield outcomes from USPTO patents with 853,638 reactions. Predict the reaction yield, written as a fraction of the theoretical maximum amount of product (1.0 means a 100% yield; for example, 0.34 means a 34% yield). (1) The reactants are [CH:1]([C:3]1[CH:4]=[C:5]([C:9]([OH:11])=[O:10])[N:6]([CH3:8])[CH:7]=1)=[O:2]. The catalyst is C1(C)C=CC=CC=1. The product is [CH3:1][C:3]([O:10][C:9]([C:5]1[N:6]([CH3:8])[CH:7]=[C:3]([CH:1]=[O:2])[CH:4]=1)=[O:11])([CH3:4])[CH3:7]. The yield is 0.470. (2) The reactants are [Br-].[Br-].[NH2:3][C:4]1[N:9]=[C:8]([NH2:10])[C:7]([NH2:11])=[C:6]([NH2:12])[N:5]=1.[Br:13][CH2:14][C:15](=O)[CH:16]=NO. The catalyst is CO. The product is [NH2:3][C:4]1[N:9]=[C:8]([NH2:10])[C:7]2[C:6](=[N:12][CH:16]=[C:15]([CH2:14][Br:13])[N:11]=2)[N:5]=1. The yield is 0.880. (3) The reactants are [Cl:1][C:2]1[CH:19]=[C:18]([O:20][CH3:21])[CH:17]=[C:16]([Cl:22])[C:3]=1[CH2:4][N:5]1C(=O)C2C(=CC=CC=2)C1=O.O.NN. The catalyst is C(O)C. The product is [ClH:1].[Cl:1][C:2]1[CH:19]=[C:18]([O:20][CH3:21])[CH:17]=[C:16]([Cl:22])[C:3]=1[CH2:4][NH2:5]. The yield is 0.840. (4) The reactants are CC(OC([N:8]1[CH2:13][CH2:12][N:11]([C:14]2[S:18][C:17]([C:19]([OH:21])=O)=[CH:16][CH:15]=2)[CH2:10][CH2:9]1)=O)(C)C.ClC(N(C)C)=C(C)C.[NH2:30][C:31]1[N:35](C(OC(C)(C)C)=O)[N:34]=[C:33]([CH2:43][CH2:44][C:45]2[CH:50]=[C:49]([O:51][CH3:52])[CH:48]=[C:47]([O:53][CH3:54])[CH:46]=2)[CH:32]=1.Cl.O1CCOCC1. The catalyst is C1COCC1.N1C=CC=CC=1. The product is [CH3:52][O:51][C:49]1[CH:50]=[C:45]([CH2:44][CH2:43][C:33]2[NH:34][N:35]=[C:31]([NH:30][C:19]([C:17]3[S:18][C:14]([N:11]4[CH2:10][CH2:9][NH:8][CH2:13][CH2:12]4)=[CH:15][CH:16]=3)=[O:21])[CH:32]=2)[CH:46]=[C:47]([O:53][CH3:54])[CH:48]=1. The yield is 0.110. (5) The reactants are [OH:1][C:2]1[C:7]([NH:8][C:9]2[C:12](=[O:13])[C:11](=[O:14])[C:10]=2OC)=[CH:6][CH:5]=[CH:4][C:3]=1[S:17]([N:20]([CH3:22])[CH3:21])(=[O:19])=[O:18].[CH3:23][C:24]1[O:28][C:27]([CH:29]([NH2:35])[C:30]2([CH3:34])[CH2:33][O:32][CH2:31]2)=[CH:26][CH:25]=1. The catalyst is CO. The product is [OH:1][C:2]1[C:7]([NH:8][C:9]2[C:12](=[O:13])[C:11](=[O:14])[C:10]=2[NH:35][CH:29]([C:27]2[O:28][C:24]([CH3:23])=[CH:25][CH:26]=2)[C:30]2([CH3:34])[CH2:31][O:32][CH2:33]2)=[CH:6][CH:5]=[CH:4][C:3]=1[S:17]([N:20]([CH3:22])[CH3:21])(=[O:19])=[O:18]. The yield is 0.700. (6) The reactants are [N+:1]([C:4]1[CH:10]=[CH:9][CH:8]=[CH:7][C:5]=1[NH2:6])([O-:3])=[O:2].C(O[CH:14]=[C:15]([C:21]([O:23][CH2:24][CH3:25])=[O:22])[C:16]([O:18][CH2:19][CH3:20])=[O:17])C. The catalyst is C(O)C. The product is [N+:1]([C:4]1[CH:10]=[CH:9][CH:8]=[CH:7][C:5]=1[NH:6][CH:14]=[C:15]([C:16]([O:18][CH2:19][CH3:20])=[O:17])[C:21]([O:23][CH2:24][CH3:25])=[O:22])([O-:3])=[O:2]. The yield is 0.880. (7) The reactants are [C:1]1([C:7]2[CH:15]=[C:14]3[C:10]([CH2:11][C:12](=[O:16])[NH:13]3)=[CH:9][CH:8]=2)[CH:6]=[CH:5][CH:4]=[CH:3][CH:2]=1.[CH2:17]([N:19]([CH2:32][CH3:33])[CH2:20][CH2:21][NH:22][C:23]([C:25]1[NH:26][C:27]([CH:30]=O)=[CH:28][CH:29]=1)=[O:24])[CH3:18]. No catalyst specified. The product is [CH2:32]([N:19]([CH2:17][CH3:18])[CH2:20][CH2:21][NH:22][C:23]([C:25]1[NH:26][C:27]([CH:30]=[C:11]2[C:10]3[C:14](=[CH:15][C:7]([C:1]4[CH:2]=[CH:3][CH:4]=[CH:5][CH:6]=4)=[CH:8][CH:9]=3)[NH:13][C:12]2=[O:16])=[CH:28][CH:29]=1)=[O:24])[CH3:33]. The yield is 0.420. (8) The reactants are Br[C:2]1[C:3]([CH:8]2[CH2:11][N:10]([C:12]3[CH:21]=[CH:20][C:19]4[C:14](=[CH:15][CH:16]=[CH:17][CH:18]=4)[N:13]=3)[CH2:9]2)=[N:4][CH:5]=[CH:6][CH:7]=1.[CH3:22][O:23][C:24]1[CH:25]=[C:26](B(O)O)[CH:27]=[CH:28][CH:29]=1.[O-]P([O-])([O-])=O.[K+].[K+].[K+]. The catalyst is O1CCOCC1.O.C1C=CC(P(C2C=CC=CC=2)[C-]2C=CC=C2)=CC=1.C1C=CC(P(C2C=CC=CC=2)[C-]2C=CC=C2)=CC=1.Cl[Pd]Cl.[Fe+2]. The product is [CH3:22][O:23][C:24]1[CH:29]=[C:28]([C:2]2[C:3]([CH:8]3[CH2:11][N:10]([C:12]4[CH:21]=[CH:20][C:19]5[C:14](=[CH:15][CH:16]=[CH:17][CH:18]=5)[N:13]=4)[CH2:9]3)=[N:4][CH:5]=[CH:6][CH:7]=2)[CH:27]=[CH:26][CH:25]=1. The yield is 0.360. (9) The reactants are [O:1]1[C:5]2[CH:6]=[CH:7][C:8]([CH2:10][C:11](O)=[O:12])=[CH:9][C:4]=2[O:3][CH2:2]1.CO. The catalyst is O1CCCC1. The product is [O:1]1[C:5]2[CH:6]=[CH:7][C:8]([CH2:10][CH2:11][OH:12])=[CH:9][C:4]=2[O:3][CH2:2]1. The yield is 0.840.